From a dataset of Catalyst prediction with 721,799 reactions and 888 catalyst types from USPTO. Predict which catalyst facilitates the given reaction. (1) Reactant: [Si:1]([O:8][C@H:9]1[CH2:13][N:12]([C:14]([O:16][C:17]([CH3:20])([CH3:19])[CH3:18])=[O:15])[C@H:11](/[CH:21]=[CH:22]/[C:23]([O:25][CH2:26][CH3:27])=[O:24])[CH2:10]1)([C:4]([CH3:7])([CH3:6])[CH3:5])([CH3:3])[CH3:2]. Product: [Si:1]([O:8][C@H:9]1[CH2:13][N:12]([C:14]([O:16][C:17]([CH3:18])([CH3:19])[CH3:20])=[O:15])[C@H:11]([CH2:21][CH2:22][C:23]([O:25][CH2:26][CH3:27])=[O:24])[CH2:10]1)([C:4]([CH3:7])([CH3:6])[CH3:5])([CH3:3])[CH3:2]. The catalyst class is: 29. (2) Product: [OH:5][C:3]([CH3:6])([CH3:4])[C@@H:2]([NH:1][C:14]([NH2:15])=[O:13])[C:7]1[CH:12]=[CH:11][CH:10]=[CH:9][CH:8]=1. Reactant: [NH2:1][C@@H:2]([C:7]1[CH:12]=[CH:11][CH:10]=[CH:9][CH:8]=1)[C:3]([CH3:6])([OH:5])[CH3:4].[O-:13][C:14]#[N:15].[K+]. The catalyst class is: 6. (3) Reactant: [Cl:1][C:2]1[CH:3]=[C:4]([C@:8]2([OH:17])[O:13][CH2:12][C:11]([CH3:15])([CH3:14])[NH:10][C@H:9]2[CH3:16])[CH:5]=[CH:6][CH:7]=1.Cl. Product: [ClH:1].[Cl:1][C:2]1[CH:3]=[C:4]([C@:8]2([OH:17])[O:13][CH2:12][C:11]([CH3:14])([CH3:15])[NH:10][C@H:9]2[CH3:16])[CH:5]=[CH:6][CH:7]=1. The catalyst class is: 370. (4) Reactant: C1CCN2C(=NCCC2)CC1.[C:12]([O:16][C:17](=[O:21])[CH2:18][C:19]#[N:20])([CH3:15])([CH3:14])[CH3:13].Cl[CH2:23][CH2:24][S:25][CH2:26][CH2:27]Cl. Product: [C:12]([O:16][C:17]([C:18]1([C:19]#[N:20])[CH2:27][CH2:26][S:25][CH2:24][CH2:23]1)=[O:21])([CH3:15])([CH3:14])[CH3:13]. The catalyst class is: 31. (5) Reactant: [NH2:1][C@@H:2]([CH2:10][CH2:11][CH2:12][NH:13][C:14]([NH:16][S:17]([C:20]1[C:21]([CH3:34])=[C:22]2[C:27](=[C:28]([CH3:31])[C:29]=1[CH3:30])[O:26][C:25]([CH3:33])([CH3:32])[CH2:24][CH2:23]2)(=[O:19])=[O:18])=[NH:15])[C:3]([O:5][C:6]([CH3:9])([CH3:8])[CH3:7])=[O:4].[C:35]1([CH:41]([C:53]2[CH:58]=[CH:57][CH:56]=[CH:55][CH:54]=2)[CH2:42][N:43]2[CH:48]=[CH:47][CH:46]=[C:45]([C:49](O)=[O:50])[C:44]2=[O:52])[CH:40]=[CH:39][CH:38]=[CH:37][CH:36]=1.CN(C(ON1N=NC2C=CC=CC1=2)=[N+](C)C)C.F[P-](F)(F)(F)(F)F.CCN(C(C)C)C(C)C. The catalyst class is: 31. Product: [C:53]1([CH:41]([C:35]2[CH:36]=[CH:37][CH:38]=[CH:39][CH:40]=2)[CH2:42][N:43]2[CH:48]=[CH:47][CH:46]=[C:45]([C:49]([NH:1][C@@H:2]([CH2:10][CH2:11][CH2:12][NH:13][C:14]([NH:16][S:17]([C:20]3[C:21]([CH3:34])=[C:22]4[C:27](=[C:28]([CH3:31])[C:29]=3[CH3:30])[O:26][C:25]([CH3:33])([CH3:32])[CH2:24][CH2:23]4)(=[O:18])=[O:19])=[NH:15])[C:3]([O:5][C:6]([CH3:7])([CH3:8])[CH3:9])=[O:4])=[O:50])[C:44]2=[O:52])[CH:54]=[CH:55][CH:56]=[CH:57][CH:58]=1.